The task is: Predict the product of the given reaction.. This data is from Forward reaction prediction with 1.9M reactions from USPTO patents (1976-2016). The product is: [N:13]1([C:2]2[CH:12]=[CH:11][CH:10]=[CH:9][C:3]=2[C:4]([O:6][CH2:7][CH3:8])=[O:5])[CH2:18][CH2:17][O:16][CH2:15][CH2:14]1. Given the reactants Br[C:2]1[CH:12]=[CH:11][CH:10]=[CH:9][C:3]=1[C:4]([O:6][CH2:7][CH3:8])=[O:5].[NH:13]1[CH2:18][CH2:17][O:16][CH2:15][CH2:14]1.C(=O)([O-])[O-].[Cs+].[Cs+].C1(P(C2C=CC=CC=2)C2C=CC3C(=CC=CC=3)C=2C2C3C(=CC=CC=3)C=CC=2P(C2C=CC=CC=2)C2C=CC=CC=2)C=CC=CC=1, predict the reaction product.